From a dataset of Catalyst prediction with 721,799 reactions and 888 catalyst types from USPTO. Predict which catalyst facilitates the given reaction. Reactant: O1CCCC1.[BH4-].[Na+].[C:8]([O:12][C:13](=[O:31])[NH:14][CH:15]([C:26]1[O:27][CH:28]=[CH:29][N:30]=1)S(C1C=CC(C)=CC=1)(=O)=O)([CH3:11])([CH3:10])[CH3:9].[Cl-].[NH4+]. Product: [C:8]([O:12][C:13](=[O:31])[NH:14][CH2:15][C:26]1[O:27][CH:28]=[CH:29][N:30]=1)([CH3:11])([CH3:9])[CH3:10]. The catalyst class is: 6.